From a dataset of Catalyst prediction with 721,799 reactions and 888 catalyst types from USPTO. Predict which catalyst facilitates the given reaction. Reactant: [F:8][C:7]([F:10])([F:9])[C:6](O[C:6](=[O:11])[C:7]([F:10])([F:9])[F:8])=[O:11].[NH2:14][C:15]1[CH:16]=[CH:17][C:18]2[N:38]([CH:39]=1)[C:21]1[N:22]([C:31]3[CH:32]=[N:33][C:34]([Cl:37])=[CH:35][CH:36]=3)[C:23](=[O:30])[C:24]3[C:29]([C:20]=1[N:19]=2)=[CH:28][CH:27]=[CH:26][CH:25]=3.C(N(CC)CC)C. Product: [Cl:37][C:34]1[N:33]=[CH:32][C:31]([N:22]2[C:21]3[N:38]4[CH:39]=[C:15]([NH:14][C:6](=[O:11])[C:7]([F:8])([F:9])[F:10])[CH:16]=[CH:17][C:18]4=[N:19][C:20]=3[C:29]3[C:24](=[CH:25][CH:26]=[CH:27][CH:28]=3)[C:23]2=[O:30])=[CH:36][CH:35]=1. The catalyst class is: 4.